Dataset: Full USPTO retrosynthesis dataset with 1.9M reactions from patents (1976-2016). Task: Predict the reactants needed to synthesize the given product. Given the product [CH:1]1([N:7]2[C:11]3[CH:12]=[CH:13][C:14]([C:16]([OH:18])=[O:17])=[CH:15][C:10]=3[N:9]=[C:8]2[C:19]2[CH:20]=[C:21]3[C:26](=[CH:27][CH:28]=2)[N:25]=[C:24]([C:29]2[C:34]([C:58]4[CH:59]=[CH:60][C:55]([N+:52]([O-:54])=[O:53])=[CH:56][CH:57]=4)=[CH:33][CH:32]=[C:31]([C:45]([N:47]4[CH2:51][CH2:50][CH2:49][CH2:48]4)=[O:46])[CH:30]=2)[CH:23]=[CH:22]3)[CH2:6][CH2:5][CH2:4][CH2:3][CH2:2]1, predict the reactants needed to synthesize it. The reactants are: [CH:1]1([N:7]2[C:11]3[CH:12]=[CH:13][C:14]([C:16]([OH:18])=[O:17])=[CH:15][C:10]=3[N:9]=[C:8]2[C:19]2[CH:20]=[C:21]3[C:26](=[CH:27][CH:28]=2)[N:25]=[C:24]([C:29]2[C:34](C4C=CC(OC)=C(OC)C=4)=[CH:33][CH:32]=[C:31]([C:45]([N:47]4[CH2:51][CH2:50][CH2:49][CH2:48]4)=[O:46])[CH:30]=2)[CH:23]=[CH:22]3)[CH2:6][CH2:5][CH2:4][CH2:3][CH2:2]1.[N+:52]([C:55]1[CH:60]=[CH:59][C:58](B(O)O)=[CH:57][CH:56]=1)([O-:54])=[O:53].